From a dataset of Full USPTO retrosynthesis dataset with 1.9M reactions from patents (1976-2016). Predict the reactants needed to synthesize the given product. (1) Given the product [NH2:7][CH2:8][C:9]1[CH:14]=[CH:13][C:12]([C:15]([NH:16][CH2:17][C:18]2[CH:19]=[CH:20][C:21]([O:24][CH2:25][C:26]([N:28]3[CH2:29][C:30](=[O:34])[C@H:31]([OH:33])[CH2:32]3)=[O:27])=[CH:22][CH:23]=2)=[O:42])=[CH:11][CH:10]=1, predict the reactants needed to synthesize it. The reactants are: C(OC(=O)[NH:7][CH2:8][C:9]1[CH:14]=[CH:13][C:12]([C:15](=[O:42])[NH:16][CH2:17][C:18]2[CH:23]=[CH:22][C:21]([O:24][CH2:25][C:26]([N:28]3[CH2:32][C:31](=[O:33])[C@H:30]([O:34][Si](C(C)(C)C)(C)C)[CH2:29]3)=[O:27])=[CH:20][CH:19]=2)=[CH:11][CH:10]=1)(C)(C)C.Cl. (2) Given the product [CH:26]1([CH2:25][CH:18]([C:15]2[CH:14]=[CH:13][C:12]([O:11][C:10]([F:22])([F:23])[F:9])=[CH:17][CH:16]=2)[C:19]([OH:21])=[O:20])[CH2:30][CH2:29][CH2:28][CH2:27]1, predict the reactants needed to synthesize it. The reactants are: C([N-]C(C)C)(C)C.[Li+].[F:9][C:10]([F:23])([F:22])[O:11][C:12]1[CH:17]=[CH:16][C:15]([CH2:18][C:19]([OH:21])=[O:20])=[CH:14][CH:13]=1.I[CH2:25][CH:26]1[CH2:30][CH2:29][CH2:28][CH2:27]1.